Dataset: Reaction yield outcomes from USPTO patents with 853,638 reactions. Task: Predict the reaction yield, written as a fraction of the theoretical maximum amount of product (1.0 means a 100% yield; for example, 0.34 means a 34% yield). (1) The reactants are [CH2:1]([O:8][C:9]1[CH:10]=[CH:11][CH:12]=[C:13]2[C:17]=1[NH:16][CH:15]=[CH:14]2)[C:2]1[CH:7]=[CH:6][CH:5]=[CH:4][CH:3]=1.[C:18](OC(C(F)(F)F)=O)(C(F)(F)F)=[O:19].CN(C(O[N:39]1N=[N:46][C:41]2[CH:42]=[CH:43][CH:44]=[N:45][C:40]1=2)=[N+](C)C)C.F[P-](F)(F)(F)(F)F.CCN(C(C)C)C(C)C.NCCC1N=CNC=1. The catalyst is CN(C=O)C.O. The product is [NH:39]1[C:43]([CH2:42][CH2:41][NH:46][C:18]([C:14]2[C:13]3[C:17](=[C:9]([O:8][CH2:1][C:2]4[CH:7]=[CH:6][CH:5]=[CH:4][CH:3]=4)[CH:10]=[CH:11][CH:12]=3)[NH:16][CH:15]=2)=[O:19])=[CH:44][N:45]=[CH:40]1. The yield is 0.190. (2) The reactants are [O:1]1[C:5]2([CH2:10][CH2:9][N:8]([CH:11]([CH3:15])[CH2:12][CH2:13][NH2:14])[CH2:7][CH2:6]2)[O:4][CH2:3][CH2:2]1.[CH3:16][C:17]1[CH:25]=[CH:24][CH:23]=[C:22]([CH3:26])[C:18]=1[C:19](O)=[O:20]. No catalyst specified. The product is [O:4]1[C:5]2([CH2:6][CH2:7][N:8]([CH:11]([CH3:15])[CH2:12][CH2:13][NH:14][C:19](=[O:20])[C:18]3[C:22]([CH3:26])=[CH:23][CH:24]=[CH:25][C:17]=3[CH3:16])[CH2:9][CH2:10]2)[O:1][CH2:2][CH2:3]1. The yield is 0.830. (3) The reactants are [Cl:1][C:2]1[CH:3]=[C:4]([CH:20]=[CH:21][CH:22]=1)[C:5]([C@@H:7]1[O:12][CH2:11][CH2:10][N:9]([C:13]([O:15][C:16]([CH3:19])([CH3:18])[CH3:17])=[O:14])[CH2:8]1)=[O:6].[BH4-].[Na+].O. The catalyst is CO. The product is [Cl:1][C:2]1[CH:3]=[C:4]([C@H:5]([OH:6])[C@@H:7]2[O:12][CH2:11][CH2:10][N:9]([C:13]([O:15][C:16]([CH3:18])([CH3:17])[CH3:19])=[O:14])[CH2:8]2)[CH:20]=[CH:21][CH:22]=1. The yield is 0.780. (4) The reactants are [CH3:1][O:2][N:3]=[C:4]([C:9]1[CH:14]=[CH:13][CH:12]=[CH:11][C:10]=1[OH:15])[CH2:5][N+:6]([O-])=[O:7].C(=O)(O)[O-].[Na+]. The catalyst is O. The product is [CH3:1][O:2][N:3]=[C:4]1[C:9]2[CH:14]=[CH:13][CH:12]=[CH:11][C:10]=2[O:15][C:5]1=[N:6][OH:7]. The yield is 0.913. (5) The reactants are [CH2:1]([O:8][C:9]1[C:17]2[N:16]=[C:15]([CH3:18])[NH:14][C:13]=2[CH:12]=[C:11]([Br:19])[CH:10]=1)[C:2]1[CH:7]=[CH:6][CH:5]=[CH:4][CH:3]=1.[H-].[Na+].Cl[CH2:23][O:24][CH3:25].O. The catalyst is CN(C)C=O. The product is [CH2:1]([O:8][C:9]1[C:17]2[N:16]=[C:15]([CH3:18])[N:14]([CH2:23][O:24][CH3:25])[C:13]=2[CH:12]=[C:11]([Br:19])[CH:10]=1)[C:2]1[CH:3]=[CH:4][CH:5]=[CH:6][CH:7]=1. The yield is 0.260.